This data is from Experimentally validated miRNA-target interactions with 360,000+ pairs, plus equal number of negative samples. The task is: Binary Classification. Given a miRNA mature sequence and a target amino acid sequence, predict their likelihood of interaction. (1) The miRNA is hsa-miR-1236-3p with sequence CCUCUUCCCCUUGUCUCUCCAG. The protein sequence of the target gene is MAEASVDASTLPVTVKKKKSLSIEEKIDIINAVESGKKKAEIAAEYGIKKNSLSSIMKNKDKVLEAFESLRFDPKRKRLRTAFYTDLEEALMRWYRIAQCLNVPVNGPMLRLKANDFAQKLGHNDFKCSNGWLDRFKSRYGLVFRAQPVEATGVPVDPSTVWYQNVLPYYLNDYHPKNVFNIKETGLLYRMLPTNTFAFKGETCSVGKLCKDRITLVVGTNMDGSEKLPLLVIGKKRTPHCFKGLKSLPVCYEANRMAWMTSDVFEQWMRKLDEEFQAQQRRVVIFVESFPAHPEVKNLK.... Result: 0 (no interaction). (2) The miRNA is hsa-miR-7-5p with sequence UGGAAGACUAGUGAUUUUGUUGUU. The protein sequence of the target gene is MPSSPLRVAVVCSSNQNRSMEAHNILSKRGFSVRSFGTGTHVKLPGPAPDKPNVYDFKTTYDQMYNDLLRKDKELYTQNGILHMLDRNKRIKPRPERFQNCKDLFDLILTCEERVYDQVVEDLNSREQETCQPVHVVNVDIQDNHEEATLGAFLICELCQCIQHTEDMENEIDELLQEFEEKSGRTFLHTVCFY. Result: 1 (interaction). (3) Result: 1 (interaction). The miRNA is hsa-miR-6741-3p with sequence UCGGCUCUCUCCCUCACCCUAG. The protein sequence of the target gene is MANLFIRKMVNPLLYLSRHTVKPRALSTFLFGSIRGAAPVAVEPGAAVRSLLSPGLLPHLLPALGFKNKTVLKKRCKDCYLVKRRGRWYVYCKTHPRHKQRQM. (4) The miRNA is hsa-miR-3714 with sequence GAAGGCAGCAGUGCUCCCCUGU. The protein sequence of the target gene is MQSCESSGDSADDPLSRGLRRRGQPRVVVIGAGLAGLAAAKALLEQGFTDVTVLEASSHIGGRVQSVKLGHATFELGATWIHGSHGNPIYHLAEANGLLEETTDGERSVGRISLYSKNGVACYLTNHGRRIPKDVVEEFSDLYNEVYNLTQEFFRHDKPVNAESQNSVGVFTREEVRNRIRNDPDDPEATKRLKLAMIQQYLKVESCESSSHSMDEVSLSAFGEWTEIPGAHHIIPSGFMRVVELLAEGIPAHVIQLGKPVRCIHWDQASARPRGPEIEPRGEGDHNHDTGEGGQGGEEP.... Result: 1 (interaction).